Dataset: Reaction yield outcomes from USPTO patents with 853,638 reactions. Task: Predict the reaction yield, written as a fraction of the theoretical maximum amount of product (1.0 means a 100% yield; for example, 0.34 means a 34% yield). (1) The reactants are Cl[C:2]1[C:7]([C:8]2[CH:13]=[CH:12][CH:11]=[CH:10][CH:9]=2)=[C:6]([C:14]2[CH:19]=[CH:18][CH:17]=[CH:16][CH:15]=2)[N:5]=[C:4]([C:20]([F:23])([F:22])[F:21])[N:3]=1.[N:24]1[CH:29]=[CH:28][CH:27]=[CH:26][C:25]=1[N:30]1[CH2:35][CH2:34][NH:33][CH2:32][CH2:31]1.C(=O)([O-])[O-].[K+].[K+]. The catalyst is CN(C)C=O. The product is [C:14]1([C:6]2[C:7]([C:8]3[CH:13]=[CH:12][CH:11]=[CH:10][CH:9]=3)=[C:2]([N:33]3[CH2:34][CH2:35][N:30]([C:25]4[CH:26]=[CH:27][CH:28]=[CH:29][N:24]=4)[CH2:31][CH2:32]3)[N:3]=[C:4]([C:20]([F:23])([F:22])[F:21])[N:5]=2)[CH:19]=[CH:18][CH:17]=[CH:16][CH:15]=1. The yield is 0.697. (2) The reactants are Cl.[CH:2]([N:5]1[CH2:10][CH2:9][N:8]([CH2:11][C:12]([OH:14])=O)[CH2:7][CH2:6]1)([CH3:4])[CH3:3].[NH2:15][C@@H:16]([CH2:34][O:35][CH2:36][C:37]1[CH:42]=[CH:41][CH:40]=[CH:39][CH:38]=1)[C:17]([NH:19][C:20]1[CH:25]=[CH:24][C:23]([O:26][C:27]2[CH:32]=[CH:31][C:30]([F:33])=[CH:29][CH:28]=2)=[CH:22][CH:21]=1)=[O:18]. No catalyst specified. The product is [CH2:36]([O:35][CH2:34][C@H:16]([NH:15][C:12](=[O:14])[CH2:11][N:8]1[CH2:7][CH2:6][N:5]([CH:2]([CH3:3])[CH3:4])[CH2:10][CH2:9]1)[C:17]([NH:19][C:20]1[CH:25]=[CH:24][C:23]([O:26][C:27]2[CH:32]=[CH:31][C:30]([F:33])=[CH:29][CH:28]=2)=[CH:22][CH:21]=1)=[O:18])[C:37]1[CH:42]=[CH:41][CH:40]=[CH:39][CH:38]=1. The yield is 0.451. (3) The reactants are Cl[C:2]1[C:11]2[C:6](=[CH:7][CH:8]=[CH:9][CH:10]=2)[C:5]([N:12]2[CH2:17][CH2:16][N:15]([C:18]([C:20]3[CH:25]=[CH:24][CH:23]=[CH:22][CH:21]=3)=[O:19])[CH2:14][C@H:13]2[CH3:26])=[N:4][N:3]=1.[C:27]1([CH3:36])[CH:32]=[CH:31][C:30](B(O)O)=[CH:29][CH:28]=1.C1(C)C=CC=CC=1.C([O-])([O-])=O.[Na+].[Na+]. The catalyst is C(OCC)(=O)C.C1C=CC([P]([Pd]([P](C2C=CC=CC=2)(C2C=CC=CC=2)C2C=CC=CC=2)([P](C2C=CC=CC=2)(C2C=CC=CC=2)C2C=CC=CC=2)[P](C2C=CC=CC=2)(C2C=CC=CC=2)C2C=CC=CC=2)(C2C=CC=CC=2)C2C=CC=CC=2)=CC=1. The product is [CH3:26][C@H:13]1[N:12]([C:5]2[C:6]3[C:11](=[CH:10][CH:9]=[CH:8][CH:7]=3)[C:2]([C:30]3[CH:31]=[CH:32][C:27]([CH3:36])=[CH:28][CH:29]=3)=[N:3][N:4]=2)[CH2:17][CH2:16][N:15]([C:18]([C:20]2[CH:25]=[CH:24][CH:23]=[CH:22][CH:21]=2)=[O:19])[CH2:14]1. The yield is 0.860. (4) The reactants are [F:1][C:2]1[CH:7]=[CH:6][C:5]([O:8][C:9](=[O:42])[N:10]([C@H:13]2[C@H:17]([C:18]3[CH:23]=[CH:22][C:21]([F:24])=[CH:20][CH:19]=3)[CH2:16][N:15]([C:25]([CH:27]3[CH2:32][CH2:31][N:30]([C:33]4[CH:38]=[CH:37][C:36]([C:39](=[O:41])[CH3:40])=[CH:35][N:34]=4)[CH2:29][CH2:28]3)=[O:26])[CH2:14]2)[CH2:11][CH3:12])=[CH:4][CH:3]=1.BrC1(Br)C(=O)NC(=O)NC1=O.[CH2:54]([NH:56][CH2:57][CH3:58])[CH3:55]. The catalyst is O1CCOCC1. The product is [F:1][C:2]1[CH:7]=[CH:6][C:5]([O:8][C:9](=[O:42])[N:10]([C@H:13]2[C@H:17]([C:18]3[CH:19]=[CH:20][C:21]([F:24])=[CH:22][CH:23]=3)[CH2:16][N:15]([C:25]([CH:27]3[CH2:32][CH2:31][N:30]([C:33]4[CH:38]=[CH:37][C:36]([C:39](=[O:41])[CH2:40][N:56]([CH2:57][CH3:58])[CH2:54][CH3:55])=[CH:35][N:34]=4)[CH2:29][CH2:28]3)=[O:26])[CH2:14]2)[CH2:11][CH3:12])=[CH:4][CH:3]=1. The yield is 0.260. (5) The reactants are Cl[CH2:2][CH2:3][CH2:4][S:5]([NH:8][C:9]1[CH:17]=[C:16]([C:18]([O:20][CH3:21])=[O:19])[CH:15]=[C:14]2[C:10]=1[CH:11]=[CH:12][N:13]2[CH2:22][CH3:23])(=[O:7])=[O:6].CCN(CC)CC. The catalyst is CCO. The product is [O:6]=[S:5]1(=[O:7])[CH2:4][CH2:3][CH2:2][N:8]1[C:9]1[CH:17]=[C:16]([C:18]([O:20][CH3:21])=[O:19])[CH:15]=[C:14]2[C:10]=1[CH:11]=[CH:12][N:13]2[CH2:22][CH3:23]. The yield is 0.480.